Dataset: Catalyst prediction with 721,799 reactions and 888 catalyst types from USPTO. Task: Predict which catalyst facilitates the given reaction. Reactant: [Cl:1][C:2]1[CH:7]=[CH:6][N:5]2[N:8]=[CH:9][C:10]([C:11](Cl)=[O:12])=[C:4]2[N:3]=1.[CH:14]1([NH2:20])[CH2:19][CH2:18][CH2:17][CH2:16][CH2:15]1. Product: [Cl:1][C:2]1[CH:7]=[CH:6][N:5]2[N:8]=[CH:9][C:10]([C:11]([NH:20][CH:14]3[CH2:19][CH2:18][CH2:17][CH2:16][CH2:15]3)=[O:12])=[C:4]2[N:3]=1. The catalyst class is: 4.